From a dataset of Forward reaction prediction with 1.9M reactions from USPTO patents (1976-2016). Predict the product of the given reaction. (1) Given the reactants Br[C:2]1[N:7]=[C:6]2[N:8]([CH2:11][C:12]3[CH:17]=[CH:16][CH:15]=[C:14]([C:18]4[N:23]=[CH:22][C:21]([O:24][CH2:25][CH2:26][N:27]5[CH2:32][CH2:31][O:30][CH2:29][CH2:28]5)=[CH:20][N:19]=4)[CH:13]=3)[N:9]=[N:10][C:5]2=[N:4][CH:3]=1.O.O.O.P([O-])([O-])([O-])=O.[K+].[K+].[K+].[CH3:44][N:45]1[CH:49]=[C:48](B2OC(C)(C)C(C)(C)O2)[CH:47]=[N:46]1, predict the reaction product. The product is: [CH3:44][N:45]1[CH:49]=[C:48]([C:2]2[N:7]=[C:6]3[N:8]([CH2:11][C:12]4[CH:17]=[CH:16][CH:15]=[C:14]([C:18]5[N:19]=[CH:20][C:21]([O:24][CH2:25][CH2:26][N:27]6[CH2:28][CH2:29][O:30][CH2:31][CH2:32]6)=[CH:22][N:23]=5)[CH:13]=4)[N:9]=[N:10][C:5]3=[N:4][CH:3]=2)[CH:47]=[N:46]1. (2) Given the reactants C1(CN2C(C3CCOC3)=CC([C:15]3[CH:16]=[C:17]4[C:23]([CH3:24])=[CH:22][NH:21][C:18]4=[N:19][CH:20]=3)=N2)CC1.[F:25][C:26]1([F:41])[CH2:29][CH:28]([N:30]2[C:34]([CH:35]3[CH2:39][CH2:38][O:37][CH2:36]3)=[CH:33][C:32](I)=[N:31]2)[CH2:27]1, predict the reaction product. The product is: [F:25][C:26]1([F:41])[CH2:29][CH:28]([N:30]2[C:34]([CH:35]3[CH2:39][CH2:38][O:37][CH2:36]3)=[CH:33][C:32]([C:15]3[CH:16]=[C:17]4[C:23]([CH3:24])=[CH:22][NH:21][C:18]4=[N:19][CH:20]=3)=[N:31]2)[CH2:27]1. (3) Given the reactants [F:1][C:2]1[CH:3]=[C:4]([NH:21][C:22]([C:24]2[C:25](=[O:45])[N:26]([C:39]3[CH:44]=[CH:43][CH:42]=[CH:41][CH:40]=3)[N:27]([CH2:30][C@H:31]([O:33][C:34](=[O:38])[C@@H:35]([NH2:37])[CH3:36])[CH3:32])[C:28]=2[CH3:29])=[O:23])[CH:5]=[CH:6][C:7]=1[O:8][C:9]1[C:18]2[C:13](=[CH:14][C:15]([O:19][CH3:20])=[CH:16][CH:17]=2)[N:12]=[CH:11][CH:10]=1.[C:46]([OH:53])(=[O:52])[CH2:47][CH2:48][C:49]([OH:51])=[O:50], predict the reaction product. The product is: [C:46]([OH:53])(=[O:52])[CH2:47][CH2:48][C:49]([OH:51])=[O:50].[F:1][C:2]1[CH:3]=[C:4]([NH:21][C:22]([C:24]2[C:25](=[O:45])[N:26]([C:39]3[CH:40]=[CH:41][CH:42]=[CH:43][CH:44]=3)[N:27]([CH2:30][C@H:31]([O:33][C:34](=[O:38])[C@@H:35]([NH2:37])[CH3:36])[CH3:32])[C:28]=2[CH3:29])=[O:23])[CH:5]=[CH:6][C:7]=1[O:8][C:9]1[C:18]2[C:13](=[CH:14][C:15]([O:19][CH3:20])=[CH:16][CH:17]=2)[N:12]=[CH:11][CH:10]=1. (4) Given the reactants [CH2:1]([N:4]1[C:8]2[CH:9]=[CH:10][N:11]=[CH:12][C:7]=2[N:6]=[C:5]1[CH2:13][N:14]1[CH:18]=[CH:17][N:16]=[C:15]1[C:19]1[N:24]=[C:23]([F:25])[CH:22]=[CH:21][CH:20]=1)[CH2:2][CH3:3].[C:26](O)(=O)[C:27](C)=[O:28].S(=O)(=O)(O)O.C(=O)(O)[O-].[Na+], predict the reaction product. The product is: [F:25][C:23]1[N:24]=[C:19]([C:15]2[N:14]([CH2:13][C:5]3[N:4]([CH2:1][CH2:2][CH3:3])[C:8]4[CH:9]=[CH:10][N:11]=[C:12]([C:27](=[O:28])[CH3:26])[C:7]=4[N:6]=3)[CH:18]=[CH:17][N:16]=2)[CH:20]=[CH:21][CH:22]=1. (5) Given the reactants [H-].[Na+].[F:3][C:4]1[CH:5]=[CH:6][CH:7]=[C:8]2[C:12]=1[NH:11][N:10]=[C:9]2[C:13]([O:15][CH3:16])=[O:14].[C:17]([C:19]1[CH:26]=[CH:25][C:22]([CH2:23]Br)=[CH:21][CH:20]=1)#[N:18], predict the reaction product. The product is: [C:17]([C:19]1[CH:26]=[CH:25][C:22]([CH2:23][N:11]2[C:12]3[C:8](=[CH:7][CH:6]=[CH:5][C:4]=3[F:3])[C:9]([C:13]([O:15][CH3:16])=[O:14])=[N:10]2)=[CH:21][CH:20]=1)#[N:18]. (6) Given the reactants [CH3:1][C:2]1[C:3]([NH:10][CH3:11])=[N:4][CH:5]=C([CH:9]=1)C#N.[OH-].[Na+].[NH4+].[Cl-].C1C[O:19]CC1.[CH2:21]([OH:23])[CH3:22], predict the reaction product. The product is: [CH3:1][C:2]1[C:3]([NH:10][CH3:11])=[N:4][CH:5]=[C:22]([CH:9]=1)[C:21]([OH:19])=[O:23]. (7) Given the reactants [CH3:1][C:2]1[N:7]=[C:6]([C:8]([N:10]2[C@H:16]([CH2:17][NH2:18])[CH2:15][C@@H:14]3[C@@H:12]([CH2:13]3)[CH2:11]2)=[O:9])[C:5]([C:19]2[N:24]=[CH:23][CH:22]=[CH:21][N:20]=2)=[CH:4][CH:3]=1.[Cl:25][C:26]1[C:31]([C:32]#[N:33])=[C:30]([C:34]([F:37])([F:36])[F:35])[CH:29]=[C:28](Cl)[N:27]=1.CCN(C(C)C)C(C)C, predict the reaction product. The product is: [Cl:25][C:26]1[C:31]([C:32]#[N:33])=[C:30]([C:34]([F:35])([F:36])[F:37])[CH:29]=[C:28]([NH:18][CH2:17][C@@H:16]2[CH2:15][C@@H:14]3[C@@H:12]([CH2:13]3)[CH2:11][N:10]2[C:8]([C:6]2[C:5]([C:19]3[N:24]=[CH:23][CH:22]=[CH:21][N:20]=3)=[CH:4][CH:3]=[C:2]([CH3:1])[N:7]=2)=[O:9])[N:27]=1. (8) Given the reactants [CH2:1]([CH:3]1[O:8][C:7]2[CH:9]=[C:10](I)[CH:11]=[CH:12][C:6]=2[O:5][CH2:4]1)[CH3:2].[CH3:14][N:15](C=O)C, predict the reaction product. The product is: [CH2:1]([CH:3]1[CH2:4][O:5][C:6]2[CH:12]=[CH:11][C:10]([C:14]#[N:15])=[CH:9][C:7]=2[O:8]1)[CH3:2]. (9) Given the reactants Cl.[C:2]([O:6][C:7]([N:9]1[CH2:14][CH2:13][NH:12][CH2:11][CH2:10]1)=[O:8])([CH3:5])([CH3:4])[CH3:3].C(C1C=[C:20](C=CC=1)[C:21]([OH:23])=[O:22])(=O)C.[CH:27]1[CH:28]=[CH:29][C:30]2N(O)N=N[C:31]=2[CH:32]=1.CCN=C=NCCCN(C)C.Cl.CN([CH:52]=[O:53])C, predict the reaction product. The product is: [C:21]([O:23][C:27]1[CH:32]=[C:31]([CH:30]=[CH:29][CH:28]=1)[C:52]([N:12]1[CH2:13][CH2:14][N:9]([C:7]([O:6][C:2]([CH3:5])([CH3:3])[CH3:4])=[O:8])[CH2:10][CH2:11]1)=[O:53])(=[O:22])[CH3:20].